From a dataset of Catalyst prediction with 721,799 reactions and 888 catalyst types from USPTO. Predict which catalyst facilitates the given reaction. Reactant: [OH:1][CH:2]([C:6]1[CH:11]=[CH:10][CH:9]=[CH:8][N:7]=1)[C:3]([OH:5])=O.[Na+].[Cl-].[Cl:14][C:15]1[CH:16]=[CH:17][C:18]([N:30]2[CH:34]=[N:33][N:32]=[N:31]2)=[C:19]([CH:29]=1)[CH2:20][NH:21][C:22](=[O:28])[C@@H:23]1[CH2:27][CH2:26][CH2:25][NH:24]1.[CH:35]1C=C2N=NN(O)C2=CC=1.O.C(Cl)CCl.C(N(C(C)C)CC)(C)C. Product: [Cl:14][C:15]1[CH:16]=[CH:17][C:18]([N:30]2[CH:34]=[N:33][N:32]=[N:31]2)=[C:19]([CH:29]=1)[CH2:20][NH:21][C:22](=[O:28])[C@@H:23]1[CH2:27][CH2:26][CH2:25][N:24]1[C:3](=[O:5])[C:2]([OH:1])([C:6]1[CH:11]=[CH:10][CH:9]=[CH:8][N:7]=1)[CH3:35]. The catalyst class is: 3.